Dataset: Forward reaction prediction with 1.9M reactions from USPTO patents (1976-2016). Task: Predict the product of the given reaction. Given the reactants [OH:1][C:2]1[C:11]([O:12][CH3:13])=[CH:10][CH:9]=[C:8]2[C:3]=1[CH2:4][CH2:5][CH2:6][C:7]2=[O:14].[CH2:15](Br)[C:16]1[CH:21]=[CH:20][CH:19]=[CH:18][CH:17]=1.C([O-])([O-])=O.[K+].[K+], predict the reaction product. The product is: [CH2:15]([O:1][C:2]1[C:11]([O:12][CH3:13])=[CH:10][CH:9]=[C:8]2[C:3]=1[CH2:4][CH2:5][CH2:6][C:7]2=[O:14])[C:16]1[CH:21]=[CH:20][CH:19]=[CH:18][CH:17]=1.